Dataset: Forward reaction prediction with 1.9M reactions from USPTO patents (1976-2016). Task: Predict the product of the given reaction. (1) The product is: [F:7][C:8]1[CH:31]=[CH:30][C:11]([NH:12][C:13]2[CH:22]=[C:21]([S:23][C:24]3[CH:29]=[CH:28][CH:27]=[CH:26][CH:25]=3)[CH:20]=[CH:19][C:14]=2[C:15]([OH:17])=[O:16])=[CH:10][CH:9]=1. Given the reactants [OH-].[Na+].CC(O)C.[F:7][C:8]1[CH:31]=[CH:30][C:11]([NH:12][C:13]2[CH:22]=[C:21]([S:23][C:24]3[CH:29]=[CH:28][CH:27]=[CH:26][CH:25]=3)[CH:20]=[CH:19][C:14]=2[C:15]([O:17]C)=[O:16])=[CH:10][CH:9]=1.Cl, predict the reaction product. (2) Given the reactants [CH3:1][C:2]1[C:3]([O:19][CH:20]([CH3:22])[CH3:21])=[CH:4][C:5]([C:13]2[CH:14]=[N:15][N:16]([CH3:18])[CH:17]=2)=[C:6]2[C:11]=1[C:10](=[O:12])[NH:9][CH:8]=[CH:7]2, predict the reaction product. The product is: [CH3:1][C:2]1[C:3]([O:19][CH:20]([CH3:22])[CH3:21])=[CH:4][C:5]([C:13]2[CH:14]=[N:15][N:16]([CH3:18])[CH:17]=2)=[C:6]2[C:11]=1[C:10](=[O:12])[NH:9][CH2:8][CH2:7]2. (3) The product is: [CH2:34]([N:38]1[CH2:43][CH2:42][N:41]([C:1](=[NH:2])[C:3]2[CH:4]=[C:5]([NH:9][C:10](=[O:33])[NH:11][C:12]3[CH:17]=[CH:16][C:15]([S:18]([NH:21][CH2:22][C:23]4[CH:28]=[CH:27][C:26]([S:29](=[O:31])(=[O:32])[NH2:30])=[CH:25][CH:24]=4)(=[O:20])=[O:19])=[CH:14][CH:13]=3)[CH:6]=[CH:7][CH:8]=2)[CH2:40][CH2:39]1)[CH2:35][CH2:36][CH3:37]. Given the reactants [C:1]([C:3]1[CH:4]=[C:5]([NH:9][C:10](=[O:33])[NH:11][C:12]2[CH:17]=[CH:16][C:15]([S:18]([NH:21][CH2:22][C:23]3[CH:28]=[CH:27][C:26]([S:29](=[O:32])(=[O:31])[NH2:30])=[CH:25][CH:24]=3)(=[O:20])=[O:19])=[CH:14][CH:13]=2)[CH:6]=[CH:7][CH:8]=1)#[N:2].[CH2:34]([N:38]1[CH2:43][CH2:42][NH:41][CH2:40][CH2:39]1)[CH2:35][CH2:36][CH3:37], predict the reaction product. (4) Given the reactants [CH:1]1([C:4]2[N:5]=[CH:6][C:7]([C:15]([OH:17])=O)=[N:8][C:9]=2[O:10][CH2:11][CH:12]2[CH2:14][CH2:13]2)[CH2:3][CH2:2]1.Cl.[NH2:19][C@@H:20]([CH2:24][CH:25]([CH3:27])[CH3:26])[C:21]([NH2:23])=[O:22], predict the reaction product. The product is: [C:21]([C@@H:20]([NH:19][C:15]([C:7]1[CH:6]=[N:5][C:4]([CH:1]2[CH2:2][CH2:3]2)=[C:9]([O:10][CH2:11][CH:12]2[CH2:13][CH2:14]2)[N:8]=1)=[O:17])[CH2:24][CH:25]([CH3:27])[CH3:26])(=[O:22])[NH2:23]. (5) Given the reactants [CH2:1]([S:5]([N:8]1[CH2:18][CH2:17][C:11]2([C:15](=[O:16])[NH:14][CH2:13][CH2:12]2)[CH2:10][CH2:9]1)(=[O:7])=[O:6])[CH:2]([CH3:4])[CH3:3].C(S(N1CCC2(C(=O)N(C3C=CC(C(O)C(F)(F)F)=CC=3)CC2)CC1)(=O)=O)C(C)C.[F:49][C:50]([F:62])([F:61])[C:51]([C:54]1[CH:59]=[CH:58][C:57](I)=[CH:56][CH:55]=1)([OH:53])[CH3:52], predict the reaction product. The product is: [CH2:1]([S:5]([N:8]1[CH2:18][CH2:17][C:11]2([C:15](=[O:16])[N:14]([C:57]3[CH:58]=[CH:59][C:54]([C:51]([OH:53])([CH3:52])[C:50]([F:61])([F:62])[F:49])=[CH:55][CH:56]=3)[CH2:13][CH2:12]2)[CH2:10][CH2:9]1)(=[O:6])=[O:7])[CH:2]([CH3:4])[CH3:3]. (6) Given the reactants C12(CS(O)(=O)=O)C(C)(C)C(CC1)CC2=O.[CH2:16]([N:18]1[C:24]2[CH:25]=[CH:26][C:27]([NH2:29])=[CH:28][C:23]=2[O:22][CH2:21][CH2:20][CH2:19]1)[CH3:17].Cl[C:31]1[N:36]=[C:35]([NH:37][C:38]2[CH:43]=[CH:42][C:41]([N:44]3[CH2:49][CH2:48][O:47][CH2:46][CH2:45]3)=[CH:40][C:39]=2[O:50][CH3:51])[C:34]([Cl:52])=[CH:33][N:32]=1.C(=O)([O-])[O-], predict the reaction product. The product is: [Cl:52][C:34]1[C:35]([NH:37][C:38]2[CH:43]=[CH:42][C:41]([N:44]3[CH2:45][CH2:46][O:47][CH2:48][CH2:49]3)=[CH:40][C:39]=2[O:50][CH3:51])=[N:36][C:31]([NH:29][C:27]2[CH:26]=[CH:25][C:24]3[N:18]([CH2:16][CH3:17])[CH2:19][CH2:20][CH2:21][O:22][C:23]=3[CH:28]=2)=[N:32][CH:33]=1. (7) Given the reactants P(Cl)(Cl)(Cl)=O.[Cl:6][C:7]1[CH:40]=[CH:39][CH:38]=[CH:37][C:8]=1[CH2:9][N:10]1[C:18]2[C:17](=[O:19])[N:16]([CH3:20])[C:15](=[O:21])[N:14]([CH3:22])[C:13]=2[CH:12]=[C:11]1[N:23]1[CH2:28][CH2:27][CH2:26][C@@H:25]([NH:29][C:30](=[O:36])[O:31][C:32]([CH3:35])([CH3:34])[CH3:33])[CH2:24]1.O.CN(C)[CH:44]=[O:45], predict the reaction product. The product is: [Cl:6][C:7]1[CH:40]=[CH:39][CH:38]=[CH:37][C:8]=1[CH2:9][N:10]1[C:18]2[C:17](=[O:19])[N:16]([CH3:20])[C:15](=[O:21])[N:14]([CH3:22])[C:13]=2[C:12]([CH:44]=[O:45])=[C:11]1[N:23]1[CH2:28][CH2:27][CH2:26][C@@H:25]([NH:29][C:30](=[O:36])[O:31][C:32]([CH3:34])([CH3:35])[CH3:33])[CH2:24]1.